Regression. Given two drug SMILES strings and cell line genomic features, predict the synergy score measuring deviation from expected non-interaction effect. From a dataset of NCI-60 drug combinations with 297,098 pairs across 59 cell lines. (1) Drug 1: CC(C)(C1=NC(=CC=C1)N2C3=NC(=NC=C3C(=O)N2CC=C)NC4=CC=C(C=C4)N5CCN(CC5)C)O. Drug 2: CCC1=C2N=C(C=C(N2N=C1)NCC3=C[N+](=CC=C3)[O-])N4CCCCC4CCO. Cell line: SK-OV-3. Synergy scores: CSS=45.9, Synergy_ZIP=3.69, Synergy_Bliss=4.47, Synergy_Loewe=-16.2, Synergy_HSA=2.63. (2) Drug 1: COC1=NC(=NC2=C1N=CN2C3C(C(C(O3)CO)O)O)N. Drug 2: CC1C(C(CC(O1)OC2CC(CC3=C2C(=C4C(=C3O)C(=O)C5=C(C4=O)C(=CC=C5)OC)O)(C(=O)CO)O)N)O.Cl. Cell line: A549. Synergy scores: CSS=24.8, Synergy_ZIP=-2.88, Synergy_Bliss=-2.45, Synergy_Loewe=-21.2, Synergy_HSA=-1.71. (3) Drug 1: CCCS(=O)(=O)NC1=C(C(=C(C=C1)F)C(=O)C2=CNC3=C2C=C(C=N3)C4=CC=C(C=C4)Cl)F. Drug 2: COCCOC1=C(C=C2C(=C1)C(=NC=N2)NC3=CC=CC(=C3)C#C)OCCOC.Cl. Cell line: UACC62. Synergy scores: CSS=52.8, Synergy_ZIP=8.06, Synergy_Bliss=8.33, Synergy_Loewe=4.42, Synergy_HSA=9.47. (4) Drug 1: CC1=CC=C(C=C1)C2=CC(=NN2C3=CC=C(C=C3)S(=O)(=O)N)C(F)(F)F. Drug 2: CCN(CC)CCNC(=O)C1=C(NC(=C1C)C=C2C3=C(C=CC(=C3)F)NC2=O)C. Cell line: SNB-19. Synergy scores: CSS=0.263, Synergy_ZIP=0.693, Synergy_Bliss=3.24, Synergy_Loewe=-0.311, Synergy_HSA=-1.00. (5) Drug 1: CC(C)(C#N)C1=CC(=CC(=C1)CN2C=NC=N2)C(C)(C)C#N. Cell line: SN12C. Drug 2: CCC1(C2=C(COC1=O)C(=O)N3CC4=CC5=C(C=CC(=C5CN(C)C)O)N=C4C3=C2)O.Cl. Synergy scores: CSS=30.1, Synergy_ZIP=-1.96, Synergy_Bliss=-3.93, Synergy_Loewe=-14.0, Synergy_HSA=-1.91. (6) Drug 1: CN(CC1=CN=C2C(=N1)C(=NC(=N2)N)N)C3=CC=C(C=C3)C(=O)NC(CCC(=O)O)C(=O)O. Drug 2: CC(C)CN1C=NC2=C1C3=CC=CC=C3N=C2N. Cell line: SK-OV-3. Synergy scores: CSS=31.2, Synergy_ZIP=-2.95, Synergy_Bliss=-2.43, Synergy_Loewe=-13.6, Synergy_HSA=-3.37. (7) Drug 1: CN1CCC(CC1)COC2=C(C=C3C(=C2)N=CN=C3NC4=C(C=C(C=C4)Br)F)OC. Drug 2: C1C(C(OC1N2C=NC3=C2NC=NCC3O)CO)O. Cell line: SN12C. Synergy scores: CSS=19.0, Synergy_ZIP=-5.06, Synergy_Bliss=4.60, Synergy_Loewe=5.60, Synergy_HSA=6.68.